From a dataset of Full USPTO retrosynthesis dataset with 1.9M reactions from patents (1976-2016). Predict the reactants needed to synthesize the given product. (1) Given the product [Br:7][C:6]1[C:2]2[N:1]=[CH:14][N:10]([CH2:11][CH2:12][F:13])[C:8](=[O:9])[C:3]=2[S:4][CH:5]=1, predict the reactants needed to synthesize it. The reactants are: [NH2:1][C:2]1[C:6]([Br:7])=[CH:5][S:4][C:3]=1[C:8]([NH:10][CH2:11][CH2:12][F:13])=[O:9].[CH:14](OC)(OC)OC.Cl.O1CCOCC1.C(=O)(O)[O-].[Na+]. (2) Given the product [Cl:1][C:2]1[CH:7]=[C:6]([Cl:8])[CH:5]=[CH:4][C:3]=1[C:9]1[O:10][C:11]2[CH:17]=[CH:16][C:15]([OH:18])=[CH:14][C:12]=2[N:13]=1, predict the reactants needed to synthesize it. The reactants are: [Cl:1][C:2]1[CH:7]=[C:6]([Cl:8])[CH:5]=[CH:4][C:3]=1[C:9]1[O:10][C:11]2[CH:17]=[CH:16][C:15]([O:18]C)=[CH:14][C:12]=2[N:13]=1.B(Br)(Br)Br. (3) Given the product [F:25][C:22]1[CH:23]=[CH:24][C:19]([S:16]([NH:15][CH:5]([CH2:4][OH:3])[CH:6]([C:7]([F:8])([F:9])[F:10])[C:11]([F:13])([F:12])[F:14])(=[O:17])=[O:18])=[CH:20][C:21]=1[CH3:26], predict the reactants needed to synthesize it. The reactants are: C([O:3][C:4](=O)[CH:5]([NH:15][S:16]([C:19]1[CH:24]=[CH:23][C:22]([F:25])=[C:21]([CH3:26])[CH:20]=1)(=[O:18])=[O:17])[CH:6]([C:11]([F:14])([F:13])[F:12])[C:7]([F:10])([F:9])[F:8])C.[Li+].[BH4-]. (4) Given the product [Cl:16][C:3]1[CH:4]=[C:5]([NH:9][C:10]2[N:14]=[C:13]([NH2:15])[NH:12][N:11]=2)[CH:6]=[C:7]([Cl:8])[C:2]=1[C:23]1[CH:24]=[N:25][CH:26]=[C:21]([S:18]([CH3:17])(=[O:20])=[O:19])[CH:22]=1, predict the reactants needed to synthesize it. The reactants are: Br[C:2]1[C:7]([Cl:8])=[CH:6][C:5]([NH:9][C:10]2[N:14]=[C:13]([NH2:15])[NH:12][N:11]=2)=[CH:4][C:3]=1[Cl:16].[CH3:17][S:18]([C:21]1[CH:22]=[C:23](B(O)O)[CH:24]=[N:25][CH:26]=1)(=[O:20])=[O:19].C(=O)([O-])[O-].[Na+].[Na+]. (5) Given the product [CH3:1][O:2][CH:3]1[CH2:7][CH2:6][N:5]([C:8]2[CH:9]=[C:10]([S:14]([Cl:25])(=[O:16])=[O:15])[CH:11]=[CH:12][CH:13]=2)[CH2:4]1, predict the reactants needed to synthesize it. The reactants are: [CH3:1][O:2][CH:3]1[CH2:7][CH2:6][N:5]([C:8]2[CH:9]=[C:10]([S:14]([O-:16])=[O:15])[CH:11]=[CH:12][CH:13]=2)[CH2:4]1.[Li+].C1C(=O)N([Cl:25])C(=O)C1.CCOC(C)=O.